Dataset: Reaction yield outcomes from USPTO patents with 853,638 reactions. Task: Predict the reaction yield, written as a fraction of the theoretical maximum amount of product (1.0 means a 100% yield; for example, 0.34 means a 34% yield). (1) The product is [CH2:21]([O:11][C:9]([NH:1][C@@H:2]1[CH2:7][CH2:6][CH2:5][CH2:4][C@H:3]1[NH:8][C:16]([O:18][CH2:19][CH3:20])=[O:17])=[O:12])[CH3:22]. The reactants are [NH2:1][C@@H:2]1[CH2:7][CH2:6][CH2:5][CH2:4][C@H:3]1[NH2:8].[C:9](=[O:12])([O-:11])[O-].[K+].[K+].Cl[C:16]([O:18][CH2:19][CH3:20])=[O:17].[CH2:21]1COC[CH2:22]1. No catalyst specified. The yield is 0.970. (2) The reactants are [Si]([O:8][CH:9]1[CH2:14][CH2:13][CH2:12][N:11]([C:15]2[CH:16]=[CH:17][C:18]([CH3:36])=[C:19]([CH:35]=2)[C:20]([NH:22][C:23]2[C:24]([CH3:34])=[C:25]([CH:30]=[CH:31][C:32]=2[CH3:33])[C:26]([O:28][CH3:29])=[O:27])=[O:21])[CH2:10]1)(C(C)(C)C)(C)C.[N+](CCCC)(CCCC)(CCCC)CCCC.[F-]. The catalyst is C1COCC1. The product is [OH:8][CH:9]1[CH2:14][CH2:13][CH2:12][N:11]([C:15]2[CH:16]=[CH:17][C:18]([CH3:36])=[C:19]([CH:35]=2)[C:20]([NH:22][C:23]2[C:24]([CH3:34])=[C:25]([CH:30]=[CH:31][C:32]=2[CH3:33])[C:26]([O:28][CH3:29])=[O:27])=[O:21])[CH2:10]1. The yield is 0.970. (3) The reactants are [Br:1]Br.[C:3]([C:7]1[CH:12]=[CH:11][C:10]([OH:13])=[CH:9][CH:8]=1)([CH3:6])([CH3:5])[CH3:4].C(Cl)(Cl)(Cl)Cl. The catalyst is C(Cl)(Cl)Cl. The product is [Br:1][C:11]1[CH:12]=[C:7]([C:3]([CH3:6])([CH3:4])[CH3:5])[CH:8]=[CH:9][C:10]=1[OH:13]. The yield is 1.00. (4) The reactants are [C:1](Cl)(=[O:3])[CH3:2].[CH3:5][N:6]1[C:11](=[O:12])[CH:10]=[C:9]([CH:13]2[CH2:18][CH2:17][NH:16][CH2:15][CH2:14]2)[C:8]([C:19]2[CH:24]=[CH:23][CH:22]=[CH:21][C:20]=2[O:25][C:26]2[CH:31]=[CH:30][CH:29]=[CH:28][CH:27]=2)=[N:7]1.CCN(CC)CC. The catalyst is O1CCCC1.C(OCC)(=O)C. The product is [C:1]([N:16]1[CH2:15][CH2:14][CH:13]([C:9]2[C:8]([C:19]3[CH:24]=[CH:23][CH:22]=[CH:21][C:20]=3[O:25][C:26]3[CH:31]=[CH:30][CH:29]=[CH:28][CH:27]=3)=[N:7][N:6]([CH3:5])[C:11](=[O:12])[CH:10]=2)[CH2:18][CH2:17]1)(=[O:3])[CH3:2]. The yield is 0.690. (5) The reactants are [Cl:1][C:2]1[C:3]([NH:16][CH:17]2[CH2:22][CH2:21][N:20](C(OC(C)(C)C)=O)[CH2:19][CH:18]2[CH2:30][CH3:31])=[N:4][C:5]([NH:8][C:9]2[C:10]([CH3:15])=[N:11][N:12]([CH3:14])[CH:13]=2)=[N:6][CH:7]=1.Cl.C(OCC)(=O)C. The catalyst is C(Cl)Cl. The product is [Cl:1][C:2]1[C:3]([NH:16][CH:17]2[CH2:22][CH2:21][NH:20][CH2:19][CH:18]2[CH2:30][CH3:31])=[N:4][C:5]([NH:8][C:9]2[C:10]([CH3:15])=[N:11][N:12]([CH3:14])[CH:13]=2)=[N:6][CH:7]=1. The yield is 0.620. (6) The reactants are [Cl:1][C:2]1[C:3]([NH:8][S:9]([C:12]2[C:20]3[C:15](=[N:16][CH:17]=[CH:18][CH:19]=3)[S:14][CH:13]=2)(=[O:11])=[O:10])=[N:4][O:5][C:6]=1[CH3:7].CCN(C(C)C)C(C)C.[CH2:30](Cl)[O:31][CH2:32][CH2:33][O:34][CH3:35]. The catalyst is CCOC(C)=O. The product is [Cl:1][C:2]1[C:3]([N:8]([CH2:30][O:31][CH2:32][CH2:33][O:34][CH3:35])[S:9]([C:12]2[C:20]3[C:15](=[N:16][CH:17]=[CH:18][CH:19]=3)[S:14][CH:13]=2)(=[O:11])=[O:10])=[N:4][O:5][C:6]=1[CH3:7]. The yield is 0.590. (7) The reactants are [F:1][C:2]1[CH:3]=[C:4]([CH:28]=[C:29]([F:31])[CH:30]=1)[O:5][C:6]1[CH:11]=[CH:10][C:9]([C:12]2[C:20]3[C:15](=[N:16][CH:17]=[N:18][C:19]=3[NH2:21])[N:14]([CH2:22][C@H:23]3[CH2:27][CH2:26][CH2:25][NH:24]3)[N:13]=2)=[CH:8][CH:7]=1.[C:32]([CH2:34][C:35](O)=[O:36])#[N:33].CN(C(ON1N=NC2C=CC=NC1=2)=[N+](C)C)C.F[P-](F)(F)(F)(F)F.C(N(CC)CC)C. The catalyst is CN(C)C=O. The product is [NH2:21][C:19]1[N:18]=[CH:17][N:16]=[C:15]2[N:14]([CH2:22][C@H:23]3[CH2:27][CH2:26][CH2:25][N:24]3[C:35](=[O:36])[CH2:34][C:32]#[N:33])[N:13]=[C:12]([C:9]3[CH:8]=[CH:7][C:6]([O:5][C:4]4[CH:28]=[C:29]([F:31])[CH:30]=[C:2]([F:1])[CH:3]=4)=[CH:11][CH:10]=3)[C:20]=12. The yield is 0.470. (8) The reactants are [OH:1][C:2]1[CH:7]=[CH:6][C:5]([CH2:8][CH2:9][CH2:10][OH:11])=[CH:4][CH:3]=1.I[CH2:13][CH2:14][CH2:15][CH2:16][CH2:17][CH2:18]I.N#N.[C:22](=[O:25])([O-])[O-].[K+].[K+]. The catalyst is CS(C)=O. The product is [OH:11][CH2:10][CH2:9][CH2:8][C:5]1[CH:4]=[CH:3][C:2]([O:1][CH2:13][CH2:14][CH2:15][CH2:16][CH2:17][CH2:18][O:1][C:2]2[CH:7]=[CH:6][C:5]([CH2:8][CH2:9][CH2:22][OH:25])=[CH:4][CH:3]=2)=[CH:7][CH:6]=1. The yield is 0.650.